Dataset: Full USPTO retrosynthesis dataset with 1.9M reactions from patents (1976-2016). Task: Predict the reactants needed to synthesize the given product. (1) The reactants are: [CH3:1][O:2][C:3]1[CH:4]=[C:5]([CH:9]=[CH:10][CH:11]=1)[C:6]([OH:8])=O.Cl.[CH3:13][NH:14][O:15][CH3:16].Cl.C(N=C=NCCCN(C)C)C.C(=O)([O-])O.[Na+]. Given the product [CH3:1][O:2][C:3]1[CH:4]=[C:5]([CH:9]=[CH:10][CH:11]=1)[C:6]([N:14]([O:15][CH3:16])[CH3:13])=[O:8], predict the reactants needed to synthesize it. (2) Given the product [NH2:15][C:16]1[C:17](=[O:18])[NH:7][C:4]([C:3]2[CH:8]=[CH:9][CH:10]=[C:11]([N+:12]([O-:14])=[O:13])[C:2]=2[CH3:1])=[N:5][N:6]=1, predict the reactants needed to synthesize it. The reactants are: [CH3:1][C:2]1[C:11]([N+:12]([O-:14])=[O:13])=[CH:10][CH:9]=[CH:8][C:3]=1[C:4](=[NH:7])[NH:5][NH2:6].[NH2:15][C:16](=S)[C:17](OCC)=[O:18]. (3) Given the product [CH3:1][O:2][C:3]1[CH:8]=[CH:7][CH:6]=[C:5]([O:9][CH3:10])[C:4]=1[C:17]1[N:22]=[C:21]([S:23][CH3:24])[N:20]=[C:19]([C:25]([NH2:27])=[O:26])[CH:18]=1, predict the reactants needed to synthesize it. The reactants are: [CH3:1][O:2][C:3]1[CH:8]=[CH:7][CH:6]=[C:5]([O:9][CH3:10])[C:4]=1B(O)O.O=O.Cl[C:17]1[N:22]=[C:21]([S:23][CH3:24])[N:20]=[C:19]([C:25]([NH2:27])=[O:26])[CH:18]=1.P([O-])([O-])([O-])=O.[K+].[K+].[K+]. (4) Given the product [N:1]1[C:10]2[C:5](=[CH:6][CH:7]=[CH:8][CH:9]=2)[CH:4]=[CH:3][C:2]=1[C:11]([NH:21][C@H:22]([C:27]([OH:29])=[O:28])[CH2:23][C:24](=[O:26])[NH2:25])=[O:13], predict the reactants needed to synthesize it. The reactants are: [N:1]1[C:10]2[C:5](=[CH:6][CH:7]=[CH:8][CH:9]=2)[CH:4]=[CH:3][C:2]=1[C:11]([OH:13])=O.C(Cl)(=O)C(C)(C)C.[NH2:21][C@H:22]([C:27]([OH:29])=[O:28])[CH2:23][C:24](=[O:26])[NH2:25]. (5) Given the product [Cl:21][C:5]1[C:6]([NH:8][C:9]2[CH:14]=[CH:13][CH:12]=[CH:11][C:10]=2[S:15]([CH:18]([F:20])[F:19])(=[O:17])=[O:16])=[N:7][C:2]([NH:28][C:27]2[CH:29]=[C:30]([CH3:39])[C:31]([CH:33]3[CH2:38][CH2:37][NH:36][CH2:35][CH2:34]3)=[CH:32][C:26]=2[O:25][CH:22]([CH3:24])[CH3:23])=[N:3][CH:4]=1, predict the reactants needed to synthesize it. The reactants are: Cl[C:2]1[N:7]=[C:6]([NH:8][C:9]2[CH:14]=[CH:13][CH:12]=[CH:11][C:10]=2[S:15]([CH:18]([F:20])[F:19])(=[O:17])=[O:16])[C:5]([Cl:21])=[CH:4][N:3]=1.[CH:22]([O:25][C:26]1[CH:32]=[C:31]([CH:33]2[CH2:38][CH2:37][NH:36][CH2:35][CH2:34]2)[C:30]([CH3:39])=[CH:29][C:27]=1[NH2:28])([CH3:24])[CH3:23].CC1C=CC(S(O)(=O)=O)=CC=1. (6) Given the product [F:1][CH:2]([F:15])[CH2:3][O:4][C:5]1[CH:10]=[CH:9][C:8]([CH:11]([NH:22][S@@:20]([C:17]([CH3:19])([CH3:18])[CH3:16])=[O:21])[CH3:12])=[CH:7][C:6]=1[CH3:14], predict the reactants needed to synthesize it. The reactants are: [F:1][CH:2]([F:15])[CH2:3][O:4][C:5]1[CH:10]=[CH:9][C:8]([C:11](=O)[CH3:12])=[CH:7][C:6]=1[CH3:14].[CH3:16][C:17]([S@:20]([NH2:22])=[O:21])([CH3:19])[CH3:18]. (7) Given the product [Cl:1][C:2]1[CH:7]=[C:6]([C:16]2[CH:17]=[N:18][C:19]([C:22]([F:25])([F:24])[F:23])=[N:20][CH:21]=2)[CH:5]=[C:4]([Cl:9])[N:3]=1, predict the reactants needed to synthesize it. The reactants are: [Cl:1][C:2]1[CH:7]=[C:6](I)[CH:5]=[C:4]([Cl:9])[N:3]=1.CC1(C)OB([C:16]2[CH:17]=[N:18][C:19]([C:22]([F:25])([F:24])[F:23])=[N:20][CH:21]=2)OC1(C)C.C(=O)([O-])[O-].[K+].[K+].O. (8) The reactants are: Br[C:2]1[CH:3]=[C:4]2[C:9](=[CH:10][CH:11]=1)[N:8]=[CH:7][CH:6]=[N:5]2.[CH2:12]([OH:15])[CH:13]=[CH2:14].C1(N(C)C2CCCCC2)CCCCC1. Given the product [N:8]1[C:9]2[C:4](=[CH:3][C:2]([CH2:14][CH2:13][CH:12]=[O:15])=[CH:11][CH:10]=2)[N:5]=[CH:6][CH:7]=1, predict the reactants needed to synthesize it. (9) Given the product [N:1]1[CH:2]=[CH:3][C:4]([CH:15]([NH2:16])[CH3:14])=[CH:5][CH:6]=1, predict the reactants needed to synthesize it. The reactants are: [N:1]1[CH:6]=[CH:5][CH:4]=[C:3](C(N)C)[CH:2]=1.C(C1C=C[N:16]=[CH:15][CH:14]=1)(=O)C.N.CO.C([BH3-])#N.[Na+].